Dataset: Experimentally validated miRNA-target interactions with 360,000+ pairs, plus equal number of negative samples. Task: Binary Classification. Given a miRNA mature sequence and a target amino acid sequence, predict their likelihood of interaction. (1) The miRNA is hsa-miR-635 with sequence ACUUGGGCACUGAAACAAUGUCC. The protein sequence of the target gene is MTPPPPGRAAPSAPRARVPGPPARLGLPLRLRLLLLLWAAAASAQGHLRSGPRIFAVWKGHVGQDRVDFGQTEPHTVLFHEPGSSSVWVGGRGKVYLFDFPEGKNASVRTVNIGSTKGSCLDKRDCENYITLLERRSEGLLACGTNARHPSCWNLVNGTVVPLGEMRGYAPFSPDENSLVLFEGDEVYSTIRKQEYNGKIPRFRRIRGESELYTSDTVMQNPQFIKATIVHQDQAYDDKIYYFFREDNPDKNPEAPLNVSRVAQLCRGDQGGESSLSVSKWNTFLKAMLVCSDAATNKNF.... Result: 1 (interaction). (2) The miRNA is hsa-miR-4747-3p with sequence AAGGCCCGGGCUUUCCUCCCAG. The protein sequence of the target gene is MSYEEDDWFSYRTEFNKRADSPRAAGNYDFESGNIDNIPLNDDGPLSPSQDFDLAGTLEEYESYDLRLSPNGGLNREDQQPGPSGNNDGQYHVMQNNDSFAQHMQSSNTIEYNSFEMPTVINSNHDVGPYQDLGIDDPNSFYANQQPSTSQGNDMIINENYEMMGPSTSYMPQIDHMNPSGNSSSQINHQQGMIVPQVQQQPAKPKTTKKRPPPKKKTAAQAPDTVGTVLTKVNKLTQQIDNNNDNQEQKIETRISAEDLVRVSALLSRLDVYQKEQAQGNNTHDQDIEALQAEIAQVFT.... Result: 0 (no interaction). (3) The miRNA is hsa-miR-616-5p with sequence ACUCAAAACCCUUCAGUGACUU. The protein sequence of the target gene is MAVWEAEQLGGLQRGDLLTPPAPDGDGRTAPLGQPPGAQLYCPACLVTCHSQEAFENHCASSEHAQMVAFDQALPWEHRSPPPGLSKFELCPKPDLCEYGDACTKAHSAQELQEWVRRTQAVELRGQAAWQDGLVPYQERLLAEYQRSSSEVLVLAETLDGVRVTCNQPLMYQAQERKTQYSWTFAVHSEEPLLHVALLKQEPGADFSLVAPGLPPGRLYARGERFRVPSSTADFQVGVRVQAASFGTFEQWVVFDFGRRPVLLQKLGLQLGQGRRPGPCRNLALGHPEEMERWHTGNRH.... Result: 0 (no interaction). (4) The miRNA is hsa-miR-1183 with sequence CACUGUAGGUGAUGGUGAGAGUGGGCA. The protein sequence of the target gene is MNESYRCQTSTWVERGSSATMGAVLFGAGLLGNLLALVLLARSGLGSCRPGPLHPPPSVFYVLVCGLTVTDLLGKCLISPMVLAAYAQNQSLKELLPASGNQLCETFAFLMSFFGLASTLQLLAMAVECWLSLGHPFFYQRHVTLRRGVLVAPVVAAFCLAFCALPFAGFGKFVQYCPGTWCFIQMIHKERSFSVIGFSVLYSSLMALLVLATVVCNLGAMYNLYDMHRRQRHYPHRCSRDRAQSGSDYRHGSLHPLEELDHFVLLALMTVLFTMCSLPLIYRAYYGAFKLENKAEGDSE.... Result: 0 (no interaction). (5) The miRNA is mmu-miR-5116 with sequence UUUGAUAGGAACCCCGCCUGA. The protein sequence of the target gene is MNTILPCQDQYFVGGQSYNCPYSTTTSESSVDVSTETWVSFWAAGLLDNRELQQAPQAQESFSDSNFPLPDLCSWEEAQLSSQLYRNKQLQDTLVQKEEELARLHEENNHLRQYLNSALVKCLEEKAKKLLSSDEFSKAYGKFRKGKRKSKEQRYSPAEIPHPKNAKRNLSSEFANCEEQAGPPVDPWVLQTLGLKDLDTIDDTSSANYSALASHPRRVASTFSQFPDDAVDYKNIPREDMPIDYRGDRTTPLHSTATHGEDFHILSQLSNPPVGLKTLPYYTAHVSPNKTEMAFSTSLS.... Result: 0 (no interaction). (6) The miRNA is hsa-miR-34c-5p with sequence AGGCAGUGUAGUUAGCUGAUUGC. The protein sequence of the target gene is MTEESEETVLYIEHRYVCSECNQLYGSLEEVLMHQNSHVPQQHFELVGVADPGVTVATDTASGTGLYQTLVQESQYQCLECGQLLMSPSQLLEHQELHLKMMAPQEAVPAEPSPKAPPLSSSTIHYECVDCKALFASQELWLNHRQTHLRATPTKAPAPVVLGSPVVLGPPVGQARVAVEHSYRKAEEGGEGATVPSAAATTTEVVTEVELLLYKCSECSQLFQLPADFLEHQATHFPAPVPESQEPALQQEVQASSPAEVPVSQPDPLPASDHSYELRNGEAIGRDRRGRRARRNNSGE.... Result: 0 (no interaction). (7) The miRNA is hsa-miR-6834-5p with sequence GUGAGGGACUGGGAUUUGUGG. The protein sequence of the target gene is MVLSLTGLIAFSFLQATLALNPEDPNVCSHWESYAVTVQESYAHPFDQIYYTRCTDILNWFKCTRHRISYKTAYRRGLRTMYRRRSQCCPGYYESGDFCIPLCTEECVHGRCVSPDTCHCEPGWGGPDCSSGCDSDHWGPHCSNRCQCQNGALCNPITGACVCAAGFRGWRCEELCAPGTHGKGCQLPCQCRHGASCDPRAGECLCAPGYTGVYCEELCPPGSHGAHCELRCPCQNGGTCHHITGECACPPGWTGAVCAQPCPPGTFGQNCSQDCPCHHGGQCDHVTGQCHCTAGYMGDR.... Result: 0 (no interaction). (8) The miRNA is hsa-miR-6827-3p with sequence ACCGUCUCUUCUGUUCCCCAG. The protein sequence of the target gene is MRRGFGPLSLAFFLFLLALLTLPGDGNQGSVAGSCSCDRTISSGTQIPQGTLDHIRKYLKAFHRCPFFIRFQLQSKSVCGGSQDQWVRELVDCFERKECGTGHGKSFHHQKHLPQASTQTPEAAEGTPSDTSTPAHSQSTQHSTLPSGALSLNKEHTQPWEMTTLPSGYGLEARPEAEANEKQQDDRQQEAPGAGASTPAWVPVLSLLAIVFFLTAAMAYVLCNRRATQQNSAGLQLWYTPVEPRP. Result: 0 (no interaction). (9) The miRNA is mmu-miR-125b-5p with sequence UCCCUGAGACCCUAACUUGUGA. The protein sequence of the target gene is MASASTQPAALSAEQAKVVLAEVIQAFSAPENAVRMDEARDNACNDMGKMLQFVLPVATQIQQEVIKAYGFSCDGEGVLKFARLVKSYEAQDPEIASLSGKLKALFLPPMTLPPHGPAAGGSVAAS. Result: 0 (no interaction).